Dataset: Forward reaction prediction with 1.9M reactions from USPTO patents (1976-2016). Task: Predict the product of the given reaction. (1) Given the reactants [C:1]1([C:9]2[CH:14]=[CH:13][CH:12]=[CH:11][CH:10]=2)[CH:6]=[CH:5][C:4]([CH2:7]O)=[CH:3][CH:2]=1.[BrH:15], predict the reaction product. The product is: [Br:15][CH2:7][C:4]1[CH:5]=[CH:6][C:1]([C:9]2[CH:14]=[CH:13][CH:12]=[CH:11][CH:10]=2)=[CH:2][CH:3]=1. (2) Given the reactants C([O:3][C:4](=[O:16])[C:5]([S:8]([CH:11]1[CH2:15][CH2:14][CH2:13][CH2:12]1)(=[O:10])=[O:9])([CH3:7])[CH3:6])C.O.[OH-].[Li+], predict the reaction product. The product is: [CH:11]1([S:8]([C:5]([CH3:7])([CH3:6])[C:4]([OH:16])=[O:3])(=[O:10])=[O:9])[CH2:12][CH2:13][CH2:14][CH2:15]1. (3) Given the reactants [CH2:1]([C:8]#[N:9])[C:2]1[CH:7]=[CH:6][CH:5]=[CH:4][CH:3]=1.C(OOC(=O)C1C=CC=CC=1)(=O)C1C=CC=CC=1.[Br:28]N1C(=O)CCC1=O, predict the reaction product. The product is: [Br:28][CH:1]([C:2]1[CH:7]=[CH:6][CH:5]=[CH:4][CH:3]=1)[C:8]#[N:9].